Dataset: Forward reaction prediction with 1.9M reactions from USPTO patents (1976-2016). Task: Predict the product of the given reaction. (1) Given the reactants [CH2:1]([O:3][C:4]([C:6]1([C:9]2[CH:14]=[CH:13][C:12]([C:15]3[CH:20]=[CH:19][C:18]([C:21]4[O:25][N:24]=[C:23]([CH3:26])[C:22]=4[CH2:27]Br)=[CH:17][CH:16]=3)=[CH:11][CH:10]=2)[CH2:8][CH2:7]1)=[O:5])[CH3:2].[C:29]1([CH:35]2[O:39][C:38](=[O:40])[NH:37][CH2:36]2)[CH:34]=[CH:33][CH:32]=[CH:31][CH:30]=1, predict the reaction product. The product is: [CH2:1]([O:3][C:4]([C:6]1([C:9]2[CH:14]=[CH:13][C:12]([C:15]3[CH:20]=[CH:19][C:18]([C:21]4[O:25][N:24]=[C:23]([CH3:26])[C:22]=4[CH2:27][N:37]4[CH2:36][CH:35]([C:29]5[CH:34]=[CH:33][CH:32]=[CH:31][CH:30]=5)[O:39][C:38]4=[O:40])=[CH:17][CH:16]=3)=[CH:11][CH:10]=2)[CH2:8][CH2:7]1)=[O:5])[CH3:2]. (2) Given the reactants [CH2:1]([O:8][C:9]1[CH:17]=[CH:16][C:12]([C:13]([NH2:15])=O)=[CH:11][CH:10]=1)[CH2:2][CH2:3][CH2:4][CH2:5][CH2:6][CH3:7].O(C1C=CC(P2(=S)SP(=S)(C3C=CC(OC4C=CC=CC=4)=CC=3)[S:32]2)=CC=1)C1C=CC=CC=1, predict the reaction product. The product is: [CH2:1]([O:8][C:9]1[CH:17]=[CH:16][C:12]([C:13](=[S:32])[NH2:15])=[CH:11][CH:10]=1)[CH2:2][CH2:3][CH2:4][CH2:5][CH2:6][CH3:7]. (3) Given the reactants [N:1]1(C(OC(C)(C)C)=O)[CH2:6][CH2:5][C:4]2([C:11]3=[N:12][CH:13]=[CH:14][N:10]3[C:9]3[CH:15]=[CH:16][CH:17]=[CH:18][C:8]=3[O:7]2)[CH2:3][CH2:2]1.O1CCOCC1.[ClH:32], predict the reaction product. The product is: [ClH:32].[ClH:32].[NH:1]1[CH2:6][CH2:5][C:4]2([O:7][C:8]3[CH:18]=[CH:17][CH:16]=[CH:15][C:9]=3[N:10]3[CH:14]=[CH:13][N:12]=[C:11]23)[CH2:3][CH2:2]1. (4) Given the reactants [S:1]1[CH:5]=[CH:4][N:3]=[C:2]1[C:6]1[CH:7]=[C:8]([CH:11]=[CH:12][CH:13]=1)[C:9]#[N:10].[N-:14]=[N+:15]=[N-:16].[Na+].Cl.C(N(CC)CC)C, predict the reaction product. The product is: [S:1]1[CH:5]=[CH:4][N:3]=[C:2]1[C:6]1[CH:7]=[C:8]([C:9]2[NH:16][N:15]=[N:14][N:10]=2)[CH:11]=[CH:12][CH:13]=1. (5) Given the reactants [CH3:1][O:2][C:3](=[O:20])[C:4]([CH3:19])([NH:6][C:7](OC1C=CC([N+]([O-])=O)=CC=1)=[O:8])[CH3:5].Cl.[C:22]1([C@H:28]2[CH2:32][CH2:31][NH:30][CH2:29]2)[CH:27]=[CH:26][CH:25]=[CH:24][CH:23]=1, predict the reaction product. The product is: [CH3:1][O:2][C:3](=[O:20])[C:4]([CH3:19])([NH:6][C:7]([N:30]1[CH2:31][CH2:32][C@H:28]([C:22]2[CH:27]=[CH:26][CH:25]=[CH:24][CH:23]=2)[CH2:29]1)=[O:8])[CH3:5].